From a dataset of Reaction yield outcomes from USPTO patents with 853,638 reactions. Predict the reaction yield, written as a fraction of the theoretical maximum amount of product (1.0 means a 100% yield; for example, 0.34 means a 34% yield). (1) The reactants are [CH2:1]([N:3]([CH2:7][CH3:8])[CH2:4][CH2:5][NH2:6])[CH3:2].S=[C:10]1[CH2:14][S:13][C:12](=[O:15])[NH:11]1.[CH:16]([C:18]1[CH:36]=[CH:35][C:21]([O:22][C:23]2[CH:30]=[CH:29][C:26]([C:27]#[N:28])=[CH:25][C:24]=2[C:31]([F:34])([F:33])[F:32])=[C:20]([O:37][CH3:38])[CH:19]=1)=O.CC(C)([O-])C.[K+].[Cl-].[NH4+]. The catalyst is C(O)C. The product is [CH2:1]([N:3]([CH2:7][CH3:8])[CH2:4][CH2:5][NH:6][C:10]1=[N:11][C:12](=[O:15])[S:13]/[C:14]/1=[CH:16]\[C:18]1[CH:36]=[CH:35][C:21]([O:22][C:23]2[CH:30]=[CH:29][C:26]([C:27]#[N:28])=[CH:25][C:24]=2[C:31]([F:32])([F:33])[F:34])=[C:20]([O:37][CH3:38])[CH:19]=1)[CH3:2]. The yield is 0.270. (2) The reactants are [CH:1]([CH:4]1[CH2:9][CH:8]([OH:10])[CH2:7][CH2:6][O:5]1)([CH3:3])[CH3:2].C1C=C[NH+]=CC=1.[O-][Cr](Cl)(=O)=O. No catalyst specified. The product is [CH:1]([CH:4]1[CH2:9][C:8](=[O:10])[CH2:7][CH2:6][O:5]1)([CH3:3])[CH3:2]. The yield is 0.830. (3) The reactants are [Cl:1][C:2]1[CH:18]=[CH:17][C:5]2[CH2:6][CH2:7][N:8]([C:11](=[O:16])[C:12]([F:15])([F:14])[F:13])[CH2:9][CH2:10][C:4]=2[C:3]=1OS(C(F)(F)F)(=O)=O.[Cl:27][C:28]1[CH:29]=[C:30]([CH:35]([NH2:37])[CH3:36])[CH:31]=[CH:32][C:33]=1[F:34].FC1C=C2C(=CC=1)C(N)CC2. No catalyst specified. The product is [Cl:1][C:2]1[CH:18]=[CH:17][C:5]2[CH2:6][CH2:7][N:8]([C:11](=[O:16])[C:12]([F:15])([F:14])[F:13])[CH2:9][CH2:10][C:4]=2[C:3]=1[NH:37][CH:35]([C:30]1[CH:31]=[CH:32][C:33]([F:34])=[C:28]([Cl:27])[CH:29]=1)[CH3:36]. The yield is 0.650. (4) The reactants are [C:1](=[O:17])([O:5][C:6]1[CH:11]=[CH:10][C:9]([O:12][CH3:13])=[C:8]([N+:14]([O-])=O)[CH:7]=1)[O:2][CH2:3][CH3:4].C(O)(=O)C. The catalyst is CCOC(C)=O.[Pd]. The product is [C:1](=[O:17])([O:2][CH2:3][CH3:4])[O:5][C:6]1[CH:11]=[CH:10][C:9]([O:12][CH3:13])=[C:8]([NH2:14])[CH:7]=1. The yield is 0.950. (5) The reactants are Cl[C:2]#[C:3][CH2:4][O:5][C:6]1[CH:11]=[CH:10][CH:9]=[CH:8][C:7]=1[O:12][C:13]([F:16])([F:15])[F:14].[OH2:17]. The catalyst is C(O)CO. The product is [F:14][C:13]([F:16])([F:15])[O:12][C:7]1[CH:8]=[CH:9][CH:10]=[C:11]2[C:6]=1[O:5][CH2:4][CH2:3][C:2]2=[O:17]. The yield is 0.280. (6) The reactants are [N+:1]([C:4]1[CH:10]=[C:9]([N+:11]([O-:13])=[O:12])[CH:8]=[CH:7][C:5]=1[NH2:6])([O-:3])=[O:2].[N:14](OS(=O)(=O)O)=O.S(=O)(=O)(O)O.[CH2:26]([CH:28]([CH2:47][CH2:48][CH2:49][CH3:50])[CH2:29][O:30][C:31]1[CH:37]=[CH:36][C:35]([O:38][CH2:39][CH:40]([CH2:45][CH3:46])[CH2:41][CH2:42][CH2:43][CH3:44])=[CH:34][C:32]=1[NH2:33])[CH3:27]. The catalyst is C(O)(=O)C.C(O)(=O)CC.S(=O)(=O)(O)N. The product is [N+:1]([C:4]1[CH:10]=[C:9]([N+:11]([O-:13])=[O:12])[CH:8]=[CH:7][C:5]=1[N:6]=[N:14][C:36]1[C:35]([O:38][CH2:39][CH:40]([CH2:45][CH3:46])[CH2:41][CH2:42][CH2:43][CH3:44])=[CH:34][C:32]([NH2:33])=[C:31]([O:30][CH2:29][CH:28]([CH2:26][CH3:27])[CH2:47][CH2:48][CH2:49][CH3:50])[CH:37]=1)([O-:3])=[O:2]. The yield is 0.390. (7) The reactants are [CH2:1]([NH2:8])[C:2]1[CH:7]=[CH:6][CH:5]=[CH:4][CH:3]=1.C(N(CC)CC)C.[N+:16]([C:19]1[CH:24]=[CH:23][CH:22]=[CH:21][C:20]=1[S:25](Cl)(=[O:27])=[O:26])([O-:18])=[O:17].[OH:29][CH2:30][C:31](=[O:34])[CH:32]=[CH2:33]. The catalyst is C(Cl)Cl.CCCCCCC.CC(C)([O-])C.[K+]. The product is [CH2:1]([N:8]([CH2:33][CH2:32][C:31](=[O:34])[CH2:30][OH:29])[S:25]([C:20]1[CH:21]=[CH:22][CH:23]=[CH:24][C:19]=1[N+:16]([O-:18])=[O:17])(=[O:27])=[O:26])[C:2]1[CH:7]=[CH:6][CH:5]=[CH:4][CH:3]=1. The yield is 0.770.